Predict the product of the given reaction. From a dataset of Forward reaction prediction with 1.9M reactions from USPTO patents (1976-2016). (1) Given the reactants [Cl:1][C:2]1[CH:7]=[CH:6][C:5]([NH:8][S:9]([C:12]([F:15])([F:14])[F:13])(=[O:11])=[O:10])=[C:4]([O:16][C:17]2[CH:22]=[CH:21][C:20]([Cl:23])=[CH:19][C:18]=2[Cl:24])[CH:3]=1.[CH2:25]([O:27][CH2:28]Cl)[CH3:26].C(=O)([O-])[O-].[K+].[K+], predict the reaction product. The product is: [Cl:1][C:2]1[CH:7]=[CH:6][C:5]([N:8]([CH2:28][O:27][CH2:25][CH3:26])[S:9]([C:12]([F:15])([F:13])[F:14])(=[O:10])=[O:11])=[C:4]([O:16][C:17]2[CH:22]=[CH:21][C:20]([Cl:23])=[CH:19][C:18]=2[Cl:24])[CH:3]=1. (2) Given the reactants [Cl:1][C:2]1[CH:7]=[CH:6][C:5]([NH:8][CH2:9][CH2:10][NH:11][CH2:12][CH2:13][CH:14]=[C:15]2[C:21]3=[CH:22][CH:23]=[CH:24][NH:25][C:20]3=[CH:19][O:18][C:17]3[CH:26]=[CH:27][C:28]([C:30]([OH:33])([CH3:32])[CH3:31])=[CH:29][C:16]2=3)=[CH:4][CH:3]=1.[CH2:34]([N:36](CC)CC)C.Br[CH:42](CBr)[C:43]#N, predict the reaction product. The product is: [Cl:1][C:2]1[CH:7]=[CH:6][C:5]([N:8]2[CH2:43][CH2:42][N:11]([CH2:12][CH2:13][CH:14]=[C:15]3[C:21]4[CH:22]=[CH:23][CH:24]=[N:25][C:20]=4[CH2:19][O:18][C:17]4[CH:26]=[CH:27][C:28]([C:30]([OH:33])([CH3:31])[CH3:32])=[CH:29][C:16]3=4)[CH2:10][CH:9]2[C:34]#[N:36])=[CH:4][CH:3]=1. (3) Given the reactants [F:1][C:2]1[CH:3]=[CH:4][CH:5]=[C:6]2[C:11]=1[N:10]=[C:9]([N:12]1[CH2:17][CH2:16][N:15]([C:18]3[CH:23]=[CH:22][CH:21]=[C:20]([O:24][CH3:25])[CH:19]=3)[CH2:14][CH2:13]1)[N:8]([C:26]1[CH:31]=[C:30]([C:32]([F:35])([F:34])[F:33])[CH:29]=[CH:28][C:27]=1[O:36][CH3:37])[C@@H:7]2[CH2:38][C:39]([OH:41])=[O:40].C[O-].[Na+], predict the reaction product. The product is: [F:1][C:2]1[CH:3]=[CH:4][CH:5]=[C:6]2[C:11]=1[N:10]=[C:9]([N:12]1[CH2:13][CH2:14][N:15]([C:18]3[CH:23]=[CH:22][CH:21]=[C:20]([O:24][CH3:25])[CH:19]=3)[CH2:16][CH2:17]1)[N:8]([C:26]1[CH:31]=[C:30]([C:32]([F:35])([F:34])[F:33])[CH:29]=[CH:28][C:27]=1[O:36][CH3:37])[CH:7]2[CH2:38][C:39]([OH:41])=[O:40]. (4) Given the reactants [CH2:1]([N:8]([CH2:29][C:30]1[CH:35]=[CH:34][CH:33]=[CH:32][CH:31]=1)[C:9]1[C:10]([F:28])=[C:11]([C:16]2[C:17]([C:22]3[CH:27]=[CH:26][N:25]=[CH:24][CH:23]=3)=[C:18]([SH:21])[NH:19][N:20]=2)[C:12]([F:15])=[CH:13][CH:14]=1)[C:2]1[CH:7]=[CH:6][CH:5]=[CH:4][CH:3]=1.C(=O)([O-])[O-].[K+].[K+].Br[CH2:43][CH2:44]Br, predict the reaction product. The product is: [CH2:29]([N:8]([CH2:1][C:2]1[CH:3]=[CH:4][CH:5]=[CH:6][CH:7]=1)[C:9]1[CH:14]=[CH:13][C:12]([F:15])=[C:11]([C:16]2[C:17]([C:22]3[CH:27]=[CH:26][N:25]=[CH:24][CH:23]=3)=[C:18]3[S:21][CH2:43][CH2:44][N:19]3[N:20]=2)[C:10]=1[F:28])[C:30]1[CH:35]=[CH:34][CH:33]=[CH:32][CH:31]=1.